From a dataset of Full USPTO retrosynthesis dataset with 1.9M reactions from patents (1976-2016). Predict the reactants needed to synthesize the given product. (1) Given the product [CH3:28][O:27][C:24]1[CH:25]=[C:26]2[C:21](=[CH:22][CH:23]=1)[N:20]=[CH:19][CH:18]=[C:17]2[NH:16][C:15]([CH:11]1[CH2:12][CH2:13][CH2:14][CH:9]([CH2:8][NH2:7])[CH2:10]1)=[O:29], predict the reactants needed to synthesize it. The reactants are: C(OC(=O)[NH:7][CH2:8][CH:9]1[CH2:14][CH2:13][CH2:12][CH:11]([C:15](=[O:29])[NH:16][C:17]2[C:26]3[C:21](=[CH:22][CH:23]=[C:24]([O:27][CH3:28])[CH:25]=3)[N:20]=[CH:19][CH:18]=2)[CH2:10]1)(C)(C)C.B(F)(F)F.CCOCC. (2) Given the product [Cl:18][C:7]1[C:6]([OH:9])=[CH:5][CH:4]=[C:3]([C:2]([F:1])([F:10])[F:11])[N:8]=1, predict the reactants needed to synthesize it. The reactants are: [F:1][C:2]([F:11])([F:10])[C:3]1[N:8]=[CH:7][C:6]([OH:9])=[CH:5][CH:4]=1.C(=O)([O-])[O-].[Na+].[Na+].[Cl:18][O-].[Na+].C(O)(=O)C. (3) Given the product [C:1]([O:4][CH2:5][CH:6]([N:12]1[CH:21]=[CH:20][C:19]2[C:14](=[CH:15][CH:16]=[CH:17][C:18]=2[C:49](=[O:48])[NH:32][CH2:31][C:28]2[CH:29]=[CH:30][C:25]([Cl:24])=[C:26]([C:33]([F:34])([F:35])[F:36])[CH:27]=2)[C:13]1=[O:23])[CH2:7][O:8][C:9](=[O:11])[CH3:10])(=[O:3])[CH3:2], predict the reactants needed to synthesize it. The reactants are: [C:1]([O:4][CH2:5][CH:6]([N:12]1[CH:21]=[CH:20][C:19]2[C:14](=[CH:15][CH:16]=[CH:17][C:18]=2I)[C:13]1=[O:23])[CH2:7][O:8][C:9](=[O:11])[CH3:10])(=[O:3])[CH3:2].[Cl:24][C:25]1[CH:30]=[CH:29][C:28]([CH2:31][NH2:32])=[CH:27][C:26]=1[C:33]([F:36])([F:35])[F:34].N12CCCN=C1CCCCC2.[O:48]1CCOC[CH2:49]1. (4) Given the product [Cl:1][C:2]1[CH:3]=[C:4]([NH:8][C:9]2[N:14]=[C:13]([C:15]([F:18])([F:17])[F:16])[C:12]([CH2:19][NH:28][CH2:27][CH:22]3[CH2:26][CH2:25][CH2:24][CH2:23]3)=[CH:11][N:10]=2)[CH:5]=[CH:6][CH:7]=1.[CH:29]([O-:32])=[O:31], predict the reactants needed to synthesize it. The reactants are: [Cl:1][C:2]1[CH:3]=[C:4]([NH:8][C:9]2[N:14]=[C:13]([C:15]([F:18])([F:17])[F:16])[C:12]([CH:19]=O)=[CH:11][N:10]=2)[CH:5]=[CH:6][CH:7]=1.Cl.[CH:22]1([CH2:27][NH2:28])[CH2:26][CH2:25][CH2:24][CH2:23]1.[C:29]([OH:32])(=[O:31])C.C([BH3-])#N. (5) The reactants are: [Cl:1][C:2]1[CH:11]=[C:10]2[C:5]([CH:6]=[CH:7][C:8]([CH:12]=[CH:13][C:14]3[CH:15]=[C:16]([C@@H:20]([OH:33])[CH2:21][CH2:22][C:23]4[CH:28]=[CH:27][CH:26]=[CH:25][C:24]=4[C:29]([OH:32])([CH3:31])[CH3:30])[CH:17]=[CH:18][CH:19]=3)=[N:9]2)=[CH:4][CH:3]=1.C(N(CC)CC)C.[C:41](OC(=O)C)(=[O:43])[CH3:42]. Given the product [C:41]([O:33][C@H:20]([C:16]1[CH:17]=[CH:18][CH:19]=[C:14](/[CH:13]=[CH:12]/[C:8]2[CH:7]=[CH:6][C:5]3[C:10](=[CH:11][C:2]([Cl:1])=[CH:3][CH:4]=3)[N:9]=2)[CH:15]=1)[CH2:21][CH2:22][C:23]1[CH:28]=[CH:27][CH:26]=[CH:25][C:24]=1[C:29]([OH:32])([CH3:31])[CH3:30])(=[O:43])[CH3:42], predict the reactants needed to synthesize it. (6) Given the product [CH3:17][C:16]1[CH:15]=[C:14]([CH3:18])[NH:13][C:12](=[O:19])[C:11]=1[CH2:10][NH:9][C:7]([C:6]1[CH:20]=[C:2]([C:34]2[CH:35]=[CH:36][C:37]([CH:38]=[O:39])=[C:32]([F:31])[CH:33]=2)[CH:3]=[C:4]([N:22]([CH2:29][CH3:30])[CH:23]2[CH2:28][CH2:27][O:26][CH2:25][CH2:24]2)[C:5]=1[CH3:21])=[O:8], predict the reactants needed to synthesize it. The reactants are: Br[C:2]1[CH:3]=[C:4]([N:22]([CH2:29][CH3:30])[CH:23]2[CH2:28][CH2:27][O:26][CH2:25][CH2:24]2)[C:5]([CH3:21])=[C:6]([CH:20]=1)[C:7]([NH:9][CH2:10][C:11]1[C:12](=[O:19])[NH:13][C:14]([CH3:18])=[CH:15][C:16]=1[CH3:17])=[O:8].[F:31][C:32]1[CH:33]=[C:34](B(O)O)[CH:35]=[CH:36][C:37]=1[CH:38]=[O:39].C([O-])([O-])=O.[Na+].[Na+]. (7) Given the product [CH3:16][C:13]1[N:12]([CH:17]=[CH:18][CH3:19])[C:11]2[CH:10]=[CH:9][C:6]3[C:7](=[O:8])[C@H:2]([O:1][C:35](=[O:40])[C:36]([CH3:39])([CH3:38])[CH3:37])[C@@H:3]([C:20]4[CH:21]=[CH:22][CH:23]=[CH:24][CH:25]=4)[O:4][C:5]=3[C:15]=2[N:14]=1, predict the reactants needed to synthesize it. The reactants are: [OH:1][C@H:2]1[C:7](=[O:8])[C:6]2[CH:9]=[CH:10][C:11]3[N:12]([CH:17]=[CH:18][CH3:19])[C:13]([CH3:16])=[N:14][C:15]=3[C:5]=2[O:4][C@@H:3]1[C:20]1[CH:25]=[CH:24][CH:23]=[CH:22][CH:21]=1.C(N(C(C)C)C(C)C)C.[C:35](Cl)(=[O:40])[C:36]([CH3:39])([CH3:38])[CH3:37]. (8) Given the product [F:16][C:17]1[N:22]=[C:21]([C:10]([F:13])([F:12])[F:11])[C:20]([O:24][CH2:25][O:26][CH2:27][CH2:28][O:29][CH3:30])=[CH:19][CH:18]=1, predict the reactants needed to synthesize it. The reactants are: [F-].[K+].CN(C=O)C.C[Si](C)(C)[C:10]([F:13])([F:12])[F:11].[F:16][C:17]1[N:22]=[C:21](I)[C:20]([O:24][CH2:25][O:26][CH2:27][CH2:28][O:29][CH3:30])=[CH:19][CH:18]=1. (9) Given the product [CH3:1][O:2][C:3](=[O:11])[C:4]1[CH:9]=[C:8]([O:10][C:16]2[CH:17]=[CH:18][C:19]([N+:22]([O-:24])=[O:23])=[C:20]([F:21])[CH:15]=2)[CH:7]=[N:6][CH:5]=1, predict the reactants needed to synthesize it. The reactants are: [CH3:1][O:2][C:3](=[O:11])[C:4]1[CH:9]=[C:8]([OH:10])[CH:7]=[N:6][CH:5]=1.[H-].[Na+].F[C:15]1[C:20]([F:21])=[C:19]([N+:22]([O-:24])=[O:23])[CH:18]=[CH:17][CH:16]=1. (10) Given the product [C:17]1([CH2:16][N:14]2[C:9]3=[N:10][CH:11]=[CH:12][CH:13]=[C:8]3[CH:7]=[C:6]2[C:4]([OH:3])=[O:5])[C:26]2[C:21](=[CH:22][CH:23]=[CH:24][CH:25]=2)[CH:20]=[CH:19][CH:18]=1, predict the reactants needed to synthesize it. The reactants are: C([O:3][C:4]([C:6]1[NH:14][C:9]2=[N:10][CH:11]=[CH:12][CH:13]=[C:8]2[CH:7]=1)=[O:5])C.Br[CH2:16][C:17]1[C:26]2[C:21](=[CH:22][CH:23]=[CH:24][CH:25]=2)[CH:20]=[CH:19][CH:18]=1.